This data is from Forward reaction prediction with 1.9M reactions from USPTO patents (1976-2016). The task is: Predict the product of the given reaction. (1) The product is: [NH2:1][C:2]1[N:3]=[C:4]([S:12][CH2:13][CH2:14][NH:15][C:16](=[O:22])[O:17][C:18]([CH3:20])([CH3:19])[CH3:21])[CH:5]=[CH:6][C:7]=1[N+:8]([O-:10])=[O:9]. Given the reactants [NH2:1][C:2]1[C:7]([N+:8]([O-:10])=[O:9])=[CH:6][CH:5]=[C:4](Cl)[N:3]=1.[SH:12][CH2:13][CH2:14][NH:15][C:16](=[O:22])[O:17][C:18]([CH3:21])([CH3:20])[CH3:19].N12CCCN=C1CCCCC2, predict the reaction product. (2) Given the reactants [CH3:1][C:2]1[CH:11]=[CH:10][CH:9]=[C:8]2[C:3]=1[C:4](=[O:41])[N:5]([C:32]1[CH:33]=[C:34]([CH:38]=[CH:39][CH:40]=1)[C:35]([NH2:37])=[O:36])[C:6]([CH:12]([NH:14][C:15]1[N:23]=[CH:22][N:21]=[C:20]3[C:16]=1[N:17]=[CH:18][N:19]3COCC[Si](C)(C)C)[CH3:13])=[N:7]2.OC1C=C(N2C(=O)C3C(=CC=CC=3C)N=C2C(NC2N=CN=C3C=2N=CN3)C)C=CC=1, predict the reaction product. The product is: [CH3:1][C:2]1[CH:11]=[CH:10][CH:9]=[C:8]2[C:3]=1[C:4](=[O:41])[N:5]([C:32]1[CH:33]=[C:34]([CH:38]=[CH:39][CH:40]=1)[C:35]([NH2:37])=[O:36])[C:6]([CH:12]([NH:14][C:15]1[N:23]=[CH:22][N:21]=[C:20]3[C:16]=1[N:17]=[CH:18][NH:19]3)[CH3:13])=[N:7]2. (3) Given the reactants C(C1C2[O:10]C(C)=CC=2C(NC(=O)C(C)(C)C)=CC=1)#N.Cl.NC1C2CCCCC=2C(C#N)=CC=1.[OH:34][C@H:35]1[C@@H:42]2[N:38]([C:39](=[O:56])[N:40]([C:44]3[C:53]4[CH2:52][CH2:51][CH2:50]C[C:48]=4[C:47]([C:54]#[N:55])=[CH:46][CH:45]=3)[C:41]2=[O:43])[CH2:37][CH2:36]1, predict the reaction product. The product is: [OH:34][C@H:35]1[C@@H:42]2[N:38]([C:39](=[O:56])[N:40]([C:44]3[C:53]4[CH:52]=[C:51]([CH3:50])[O:10][C:48]=4[C:47]([C:54]#[N:55])=[CH:46][CH:45]=3)[C:41]2=[O:43])[CH2:37][CH2:36]1. (4) Given the reactants [N:1]([CH2:4][CH2:5][O:6][C:7]1[CH:38]=[C:37]([F:39])[C:10]([CH2:11][S:12][C:13]2[N:14]([C:30]3[CH:35]=[CH:34][C:33]([F:36])=[CH:32][CH:31]=3)[C:15]([C:18]([C:21]3[CH:26]=[CH:25][C:24]([Cl:27])=[C:23]([O:28][CH3:29])[CH:22]=3)([CH3:20])[CH3:19])=[CH:16][N:17]=2)=[C:9]([F:40])[CH:8]=1)=[N+]=[N-], predict the reaction product. The product is: [ClH:27].[Cl:27][C:24]1[CH:25]=[CH:26][C:21]([C:18]([C:15]2[N:14]([C:30]3[CH:35]=[CH:34][C:33]([F:36])=[CH:32][CH:31]=3)[C:13]([S:12][CH2:11][C:10]3[C:9]([F:40])=[CH:8][C:7]([O:6][CH2:5][CH2:4][NH2:1])=[CH:38][C:37]=3[F:39])=[N:17][CH:16]=2)([CH3:20])[CH3:19])=[CH:22][C:23]=1[O:28][CH3:29]. (5) Given the reactants Cl.[N:2]1[CH:7]=[CH:6][CH:5]=[CH:4][C:3]=1[N:8]([CH2:32][CH2:33][C:34]([O:36][CH2:37][CH3:38])=[O:35])[C:9]([C:11]1[CH:31]=[CH:30][C:14]2[N:15]([CH3:29])[C:16]([CH2:18][NH:19][C:20]3[CH:25]=[CH:24][C:23]([C:26](=[NH:28])[NH2:27])=[CH:22][CH:21]=3)=[N:17][C:13]=2[CH:12]=1)=[O:10].Cl[C:40]([O:42][CH2:43][CH2:44][CH2:45][CH2:46][CH2:47][CH2:48][CH2:49][CH3:50])=[O:41], predict the reaction product. The product is: [N:2]1[CH:7]=[CH:6][CH:5]=[CH:4][C:3]=1[N:8]([CH2:32][CH2:33][C:34]([O:36][CH2:37][CH3:38])=[O:35])[C:9]([C:11]1[CH:31]=[CH:30][C:14]2[N:15]([CH3:29])[C:16]([CH2:18][NH:19][C:20]3[CH:25]=[CH:24][C:23]([C:26](=[NH:27])[NH:28][C:40]([O:42][CH2:43][CH2:44][CH2:45][CH2:46][CH2:47][CH2:48][CH2:49][CH3:50])=[O:41])=[CH:22][CH:21]=3)=[N:17][C:13]=2[CH:12]=1)=[O:10].